This data is from Forward reaction prediction with 1.9M reactions from USPTO patents (1976-2016). The task is: Predict the product of the given reaction. (1) Given the reactants [S:1]1[CH:5]=[CH:4][N:3]=[CH:2]1.[Li]CCCC.[CH3:11][C:12]([CH3:14])=[O:13].[CH2:15]([Sn:19](Cl)([CH2:24][CH2:25][CH2:26][CH3:27])[CH2:20][CH2:21][CH2:22][CH3:23])[CH2:16][CH2:17][CH3:18].[NH4+].[Cl-], predict the reaction product. The product is: [CH2:24]([Sn:19]([CH2:15][CH2:16][CH2:17][CH3:18])([CH2:20][CH2:21][CH2:22][CH3:23])[C:5]1[S:1][C:2]([C:12]([OH:13])([CH3:14])[CH3:11])=[N:3][CH:4]=1)[CH2:25][CH2:26][CH3:27]. (2) Given the reactants [CH2:1]([O:3][C:4]([N:6]1[CH2:11][CH2:10][CH:9]([C:12]2[C:20]3[C:15](=[CH:16][CH:17]=[CH:18][CH:19]=3)[NH:14][CH:13]=2)[CH2:8][CH2:7]1)=[O:5])[CH3:2].Br[CH2:22][CH2:23][CH:24]1[O:28][CH2:27][CH2:26][O:25]1, predict the reaction product. The product is: [CH2:1]([O:3][C:4]([N:6]1[CH2:11][CH2:10][CH:9]([C:12]2[C:20]3[C:15](=[CH:16][CH:17]=[CH:18][CH:19]=3)[N:14]([CH2:22][CH2:23][CH:24]3[O:28][CH2:27][CH2:26][O:25]3)[CH:13]=2)[CH2:8][CH2:7]1)=[O:5])[CH3:2]. (3) Given the reactants Br[C:2]1[C:10]2[C:5](=[CH:6][C:7]([C:11]([C:13]3[CH:14]=[CH:15][C:16]([Cl:30])=[C:17]([S:19]([NH:22][Si](C(C)(C)C)(C)C)(=[O:21])=[O:20])[CH:18]=3)=[O:12])=[CH:8][CH:9]=2)[N:4]([Si](C(C)(C)C)(C)C)[CH:3]=1.[CH3:38][C:39]1[CH:44]=[C:43](B(O)O)[CH:42]=[CH:41][N:40]=1.P([O-])([O-])([O-])=O.[K+].[K+].[K+], predict the reaction product. The product is: [Cl:30][C:16]1[CH:15]=[CH:14][C:13]([C:11]([C:7]2[CH:6]=[C:5]3[C:10]([C:2]([C:43]4[CH:42]=[CH:41][N:40]=[C:39]([CH3:38])[CH:44]=4)=[CH:3][NH:4]3)=[CH:9][CH:8]=2)=[O:12])=[CH:18][C:17]=1[S:19]([NH2:22])(=[O:20])=[O:21]. (4) The product is: [Br:1][C:2]1[CH:11]=[CH:10][C:5]([C:6]([O:8][CH3:9])=[O:7])=[CH:4][C:3]=1[O:12][CH2:20][CH3:21]. Given the reactants [Br:1][C:2]1[CH:11]=[CH:10][C:5]([C:6]([O:8][CH3:9])=[O:7])=[CH:4][C:3]=1[OH:12].C(=O)([O-])[O-].[K+].[K+].I[CH2:20][CH3:21], predict the reaction product. (5) Given the reactants [C:1]([S:14]([NH:17][CH3:18])(=[O:16])=[O:15])([C:4]([C:7]([C:10]([F:13])([F:12])[F:11])([F:9])[F:8])([F:6])[F:5])([F:3])[F:2].[CH2:19]([CH:21]1[O:23][CH2:22]1)Cl, predict the reaction product. The product is: [CH3:18][N:17]([CH2:19][CH:21]1[CH2:22][O:23]1)[S:14]([C:1]([F:3])([F:2])[C:4]([F:6])([F:5])[C:7]([F:9])([F:8])[C:10]([F:13])([F:11])[F:12])(=[O:15])=[O:16].